This data is from Peptide-MHC class I binding affinity with 185,985 pairs from IEDB/IMGT. The task is: Regression. Given a peptide amino acid sequence and an MHC pseudo amino acid sequence, predict their binding affinity value. This is MHC class I binding data. (1) The peptide sequence is WRNATIPL. The MHC is Mamu-A07 with pseudo-sequence Mamu-A07. The binding affinity (normalized) is 0.510. (2) The peptide sequence is WYDWQQVPF. The MHC is HLA-C04:01 with pseudo-sequence HLA-C04:01. The binding affinity (normalized) is 0.820. (3) The peptide sequence is VERLKHGTF. The MHC is HLA-B40:01 with pseudo-sequence HLA-B40:01. The binding affinity (normalized) is 0.0847. (4) The peptide sequence is FYLCFLAFLL. The MHC is HLA-A29:02 with pseudo-sequence HLA-A29:02. The binding affinity (normalized) is 0.599. (5) The peptide sequence is SEQGEFKLL. The MHC is HLA-B40:01 with pseudo-sequence HLA-B40:01. The binding affinity (normalized) is 0.543. (6) The peptide sequence is TLYDFDYYII. The MHC is HLA-A02:01 with pseudo-sequence HLA-A02:01. The binding affinity (normalized) is 0.837. (7) The peptide sequence is ACQGVGGPGHK. The MHC is HLA-B53:01 with pseudo-sequence HLA-B53:01. The binding affinity (normalized) is 0.0179. (8) The peptide sequence is VYMPASWVM. The MHC is HLA-A01:01 with pseudo-sequence HLA-A01:01. The binding affinity (normalized) is 0.